This data is from Forward reaction prediction with 1.9M reactions from USPTO patents (1976-2016). The task is: Predict the product of the given reaction. (1) Given the reactants [CH2:1]([O:8][C:9]([N:11]1[CH2:27][CH2:26][C:15]2=[CH:16][CH:17]=[C:18]3[C:22]([C:21](=[O:23])[C:20]([F:25])([F:24])[CH2:19]3)=[C:14]2[CH2:13][CH2:12]1)=[O:10])[C:2]1[CH:7]=[CH:6][CH:5]=[CH:4][CH:3]=1.[BH4-].[Na+], predict the reaction product. The product is: [CH2:1]([O:8][C:9]([N:11]1[CH2:12][CH2:13][C:14]2[C:22]3[CH:21]([OH:23])[C:20]([F:24])([F:25])[CH2:19][C:18]=3[CH:17]=[CH:16][C:15]=2[CH2:26][CH2:27]1)=[O:10])[C:2]1[CH:3]=[CH:4][CH:5]=[CH:6][CH:7]=1. (2) Given the reactants [Cl:1][C:2]1[CH:3]=[CH:4][C:5]([N+:20]([O-])=O)=[C:6]([S:8][CH2:9][C:10]2[CH:19]=[CH:18][CH:17]=[CH:16][C:11]=2[C:12]([O:14][CH3:15])=[O:13])[CH:7]=1.[NH4+].[Cl-], predict the reaction product. The product is: [NH2:20][C:5]1[CH:4]=[CH:3][C:2]([Cl:1])=[CH:7][C:6]=1[S:8][CH2:9][C:10]1[CH:19]=[CH:18][CH:17]=[CH:16][C:11]=1[C:12]([O:14][CH3:15])=[O:13]. (3) Given the reactants O1CCOCC1.C(=O)([O-])[O-].[Na+].[Na+].CC1(C)C(C)(C)OB([C:21]2[CH:22]=[C:23]([CH:26]=[C:27]([NH:29][C:30]3[N:35]=[C:34]([C:36]([F:39])([F:38])[F:37])[CH:33]=[CH:32][N:31]=3)[CH:28]=2)[C:24]#[N:25])O1.Br[C:42]1[S:46][C:45]([C:47]2([OH:51])[CH2:50][CH2:49][CH2:48]2)=[N:44][CH:43]=1, predict the reaction product. The product is: [OH:51][C:47]1([C:45]2[S:46][C:42]([C:21]3[CH:22]=[C:23]([CH:26]=[C:27]([NH:29][C:30]4[N:35]=[C:34]([C:36]([F:37])([F:38])[F:39])[CH:33]=[CH:32][N:31]=4)[CH:28]=3)[C:24]#[N:25])=[CH:43][N:44]=2)[CH2:50][CH2:49][CH2:48]1. (4) Given the reactants C([O:4][CH2:5][C:6]1[N:10]=[C:9]([C:11]2[C:12]([C:17]3[CH:22]=[CH:21][CH:20]=[CH:19][CH:18]=3)=[N:13][O:14][C:15]=2[CH3:16])[O:8][N:7]=1)(=O)C.O.C(=O)([O-])[O-].[K+].[K+], predict the reaction product. The product is: [CH3:16][C:15]1[O:14][N:13]=[C:12]([C:17]2[CH:22]=[CH:21][CH:20]=[CH:19][CH:18]=2)[C:11]=1[C:9]1[O:8][N:7]=[C:6]([CH2:5][OH:4])[N:10]=1. (5) Given the reactants [NH2:1][C:2]1[CH:7]=[CH:6][C:5]([Br:8])=[CH:4][C:3]=1[NH2:9].[O:10]1[C:15]2[CH:16]=[CH:17][CH:18]=[CH:19][C:14]=2[O:13][CH2:12][CH:11]1[C:20](O)=O.C(Cl)CCl.C1C=CC2N(O)N=NC=2C=1.N[NH-], predict the reaction product. The product is: [Br:8][C:5]1[CH:6]=[CH:7][C:2]2[NH:1][C:20]([CH:11]3[O:10][C:15]4[CH:16]=[CH:17][CH:18]=[CH:19][C:14]=4[O:13][CH2:12]3)=[N:9][C:3]=2[CH:4]=1. (6) Given the reactants [CH2:1]([O:8][C:9]([NH:11][C@@H:12]([C@@H:17]1[CH2:22][CH2:21][CH2:20][O:19][CH2:18]1)[C:13]([O:15][CH3:16])=[O:14])=[O:10])C1C=CC=CC=1.C(OC(OC)=O)(OC)=O, predict the reaction product. The product is: [CH3:1][O:8][C:9]([NH:11][C@@H:12]([C@@H:17]1[CH2:22][CH2:21][CH2:20][O:19][CH2:18]1)[C:13]([O:15][CH3:16])=[O:14])=[O:10]. (7) Given the reactants FC(F)(F)C(O)=O.[C:8]([N:15]1[CH2:20][CH2:19][CH2:18][CH:17]([CH2:21][N:22]([C:27]2[CH:32]=[CH:31][CH:30]=[CH:29][CH:28]=2)[C:23](=[O:26])[CH2:24][CH3:25])[CH2:16]1)(OC(C)(C)C)=O.[C:33]1([CH2:39]C=O)[CH:38]=[CH:37][CH:36]=[CH:35][CH:34]=1.[BH-](OC(C)=O)(OC(C)=O)OC(C)=O.[Na+], predict the reaction product. The product is: [CH2:8]([N:15]1[CH2:20][CH2:19][CH2:18][CH:17]([CH2:21][N:22]([C:27]2[CH:28]=[CH:29][CH:30]=[CH:31][CH:32]=2)[C:23](=[O:26])[CH2:24][CH3:25])[CH2:16]1)[CH2:39][C:33]1[CH:38]=[CH:37][CH:36]=[CH:35][CH:34]=1.